Task: Predict the product of the given reaction.. Dataset: Forward reaction prediction with 1.9M reactions from USPTO patents (1976-2016) (1) Given the reactants F[C:2]1[CH:14]=[CH:13][C:5]([C:6]([O:8][C:9]([CH3:12])([CH3:11])[CH3:10])=[O:7])=[CH:4][CH:3]=1.[CH2:15]([NH2:18])[CH2:16][NH2:17], predict the reaction product. The product is: [NH2:17][CH2:16][CH2:15][NH:18][C:2]1[CH:14]=[CH:13][C:5]([C:6]([O:8][C:9]([CH3:12])([CH3:11])[CH3:10])=[O:7])=[CH:4][CH:3]=1. (2) The product is: [CH3:8][O:9][C:10](=[O:29])[C:11]1[CH:16]=[CH:15][C:14]([C:17]2[CH:22]=[CH:21][C:20]([O:23][CH:24]3[CH2:27][N:26]([CH2:38][C:39]4[O:43][N:42]=[C:41]([CH:44]([CH3:46])[CH3:45])[N:40]=4)[CH2:25]3)=[CH:19][N:18]=2)=[CH:13][C:12]=1[CH3:28]. Given the reactants FC(F)(F)C(O)=O.[CH3:8][O:9][C:10](=[O:29])[C:11]1[CH:16]=[CH:15][C:14]([C:17]2[CH:22]=[CH:21][C:20]([O:23][CH:24]3[CH2:27][NH:26][CH2:25]3)=[CH:19][N:18]=2)=[CH:13][C:12]=1[CH3:28].C(N(CC)CC)C.Cl[CH2:38][C:39]1[O:43][N:42]=[C:41]([CH:44]([CH3:46])[CH3:45])[N:40]=1, predict the reaction product.